From a dataset of Full USPTO retrosynthesis dataset with 1.9M reactions from patents (1976-2016). Predict the reactants needed to synthesize the given product. (1) The reactants are: C(S[CH2:10][CH2:11][C:12]([OH:14])=[O:13])CS[CH2:10][CH2:11][C:12]([OH:14])=[O:13].N12CCCN=C1CCCCC2.ClCC1C(C)=C([OH:39])C(C(C)(C)C)=CC=1C.[C:41]1([CH3:47])[CH:46]=[CH:45][CH:44]=[CH:43][CH:42]=1. Given the product [CH3:47][CH:41]1[O:14][C:12](=[O:13])[C:11]2[C:10]([OH:39])=[CH:46][CH:45]=[CH:44][C:43]=2[CH2:42]1, predict the reactants needed to synthesize it. (2) Given the product [CH:36]([NH:23][CH2:22][C:16]1([C:13]2[CH:14]=[CH:15][C:10]([O:9][CH2:8][CH2:7][CH2:6][N:1]3[CH2:5][CH2:4][CH2:3][CH2:2]3)=[CH:11][CH:12]=2)[CH2:17][CH2:18][O:19][CH2:20][CH2:21]1)([CH3:38])[CH3:35], predict the reactants needed to synthesize it. The reactants are: [N:1]1([CH2:6][CH2:7][CH2:8][O:9][C:10]2[CH:15]=[CH:14][C:13]([C:16]3([CH2:22][NH2:23])[CH2:21][CH2:20][O:19][CH2:18][CH2:17]3)=[CH:12][CH:11]=2)[CH2:5][CH2:4][CH2:3][CH2:2]1.C(O)(=O)C.C(N(CC)CC)C.[CH3:35][C:36]([CH3:38])=O. (3) Given the product [CH2:23]([NH:30][C:18]([C:16]1[S:17][C:11]2[N:10]([CH3:21])[C:9](=[O:22])[N:8]([CH2:1][C:2]3[CH:7]=[CH:6][CH:5]=[CH:4][CH:3]=3)[C:13](=[O:14])[C:12]=2[CH:15]=1)=[O:19])[C:24]1[CH:29]=[CH:28][CH:27]=[CH:26][CH:25]=1, predict the reactants needed to synthesize it. The reactants are: [CH2:1]([N:8]1[C:13](=[O:14])[C:12]2[CH:15]=[C:16]([C:18](O)=[O:19])[S:17][C:11]=2[N:10]([CH3:21])[C:9]1=[O:22])[C:2]1[CH:7]=[CH:6][CH:5]=[CH:4][CH:3]=1.[CH2:23]([NH2:30])[C:24]1[CH:29]=[CH:28][CH:27]=[CH:26][CH:25]=1. (4) Given the product [C:22]([O:26][C:27](=[O:28])[NH:29][C@@H:30]([C:31](=[O:32])[NH:1][C:2]1[CH:3]=[C:4]2[C:20](=[O:21])[NH:19][N:18]=[CH:17][C:6]3=[C:7]([C:11]4[CH:12]=[CH:13][CH:14]=[CH:15][CH:16]=4)[NH:8][C:9]([CH:10]=1)=[C:5]23)[CH2:34][C:35]1[CH:36]=[CH:37][CH:38]=[CH:39][CH:40]=1)([CH3:23])([CH3:25])[CH3:24], predict the reactants needed to synthesize it. The reactants are: [NH2:1][C:2]1[CH:3]=[C:4]2[C:20](=[O:21])[NH:19][N:18]=[CH:17][C:6]3=[C:7]([C:11]4[CH:16]=[CH:15][CH:14]=[CH:13][CH:12]=4)[NH:8][C:9]([CH:10]=1)=[C:5]23.[C:22]([O:26][C:27]([NH:29][C@H:30]([CH2:34][C:35]1[CH:40]=[CH:39][CH:38]=[CH:37][CH:36]=1)[C:31](O)=[O:32])=[O:28])([CH3:25])([CH3:24])[CH3:23].C(N(CC)CC)C.F[P-](F)(F)(F)(F)F.N1(OC(N(C)C)=[N+](C)C)C2N=CC=CC=2N=N1. (5) Given the product [C:16]([CH2:2][C:3]1[N:4]=[C:5]([C:9]2[CH:14]=[CH:13][CH:12]=[CH:11][CH:10]=2)[NH:6][C:7]=1[CH3:8])#[N:17], predict the reactants needed to synthesize it. The reactants are: Cl[CH2:2][C:3]1[N:4]=[C:5]([C:9]2[CH:14]=[CH:13][CH:12]=[CH:11][CH:10]=2)[NH:6][C:7]=1[CH3:8].Cl.[C-:16]#[N:17].[Na+].